This data is from Peptide-MHC class I binding affinity with 185,985 pairs from IEDB/IMGT. The task is: Regression. Given a peptide amino acid sequence and an MHC pseudo amino acid sequence, predict their binding affinity value. This is MHC class I binding data. (1) The peptide sequence is YEPEMQAQV. The MHC is HLA-A03:01 with pseudo-sequence HLA-A03:01. The binding affinity (normalized) is 0.0847. (2) The peptide sequence is FTIDNIVTSL. The MHC is HLA-A02:01 with pseudo-sequence HLA-A02:01. The binding affinity (normalized) is 0. (3) The peptide sequence is EFLKDAWEI. The MHC is HLA-A24:02 with pseudo-sequence HLA-A24:02. The binding affinity (normalized) is 0.502. (4) The peptide sequence is RPRRASSPF. The MHC is HLA-A01:01 with pseudo-sequence HLA-A01:01. The binding affinity (normalized) is 0.0847. (5) The peptide sequence is GVDGGWQAL. The MHC is HLA-B51:01 with pseudo-sequence HLA-B51:01. The binding affinity (normalized) is 0.0847. (6) The peptide sequence is PTPKKMNIV. The MHC is HLA-A02:06 with pseudo-sequence HLA-A02:06. The binding affinity (normalized) is 0. (7) The peptide sequence is IPQYLDSWWTSL. The MHC is H-2-Ld with pseudo-sequence H-2-Ld. The binding affinity (normalized) is 0.581.